This data is from Forward reaction prediction with 1.9M reactions from USPTO patents (1976-2016). The task is: Predict the product of the given reaction. (1) Given the reactants [O:1]1[C:5]2([CH2:10][CH2:9][C:8](=O)[CH2:7][CH2:6]2)[O:4][CH2:3][CH2:2]1.[CH2:12]([NH:19][CH2:20][C:21]1[CH:26]=[CH:25][CH:24]=[CH:23][CH:22]=1)[C:13]1[CH:18]=[CH:17][CH:16]=[CH:15][CH:14]=1.C(O[BH-](OC(=O)C)OC(=O)C)(=O)C.[Na+].C(=O)(O)[O-], predict the reaction product. The product is: [CH2:20]([N:19]([CH2:12][C:13]1[CH:18]=[CH:17][CH:16]=[CH:15][CH:14]=1)[CH:8]1[CH2:9][CH2:10][C:5]2([O:4][CH2:3][CH2:2][O:1]2)[CH2:6][CH2:7]1)[C:21]1[CH:26]=[CH:25][CH:24]=[CH:23][CH:22]=1.[CH2:20]([N:19]([CH2:12][C:13]1[CH:18]=[CH:17][CH:16]=[CH:15][CH:14]=1)[CH:8]1[CH2:9][CH2:10][C:5]2([O:4][CH2:3][CH2:2][O:1]2)[CH2:6][CH2:7]1)[C:21]1[CH:26]=[CH:25][CH:24]=[CH:23][CH:22]=1. (2) Given the reactants B(Br)(Br)Br.C[O:6][C:7]1[CH:27]=[CH:26][C:10]([CH2:11][C:12]2[C:13]([NH:20][CH2:21][CH2:22][CH2:23][CH2:24][CH3:25])=[N:14][C:15]([NH2:19])=[N:16][C:17]=2[CH3:18])=[CH:9][CH:8]=1.O, predict the reaction product. The product is: [NH2:19][C:15]1[N:16]=[C:17]([CH3:18])[C:12]([CH2:11][C:10]2[CH:26]=[CH:27][C:7]([OH:6])=[CH:8][CH:9]=2)=[C:13]([NH:20][CH2:21][CH2:22][CH2:23][CH2:24][CH3:25])[N:14]=1.